This data is from NCI-60 drug combinations with 297,098 pairs across 59 cell lines. The task is: Regression. Given two drug SMILES strings and cell line genomic features, predict the synergy score measuring deviation from expected non-interaction effect. Drug 1: C1C(C(OC1N2C=C(C(=O)NC2=O)F)CO)O. Drug 2: C1=NC2=C(N=C(N=C2N1C3C(C(C(O3)CO)O)O)F)N. Cell line: UO-31. Synergy scores: CSS=25.3, Synergy_ZIP=-4.33, Synergy_Bliss=-1.83, Synergy_Loewe=-3.56, Synergy_HSA=-1.58.